From a dataset of Forward reaction prediction with 1.9M reactions from USPTO patents (1976-2016). Predict the product of the given reaction. (1) Given the reactants [CH3:1][C:2]1[N:7]=[CH:6][C:5]([C:8]([NH:10][C:11]2[C:12]([C:22]([NH:24][CH2:25][C:26]([F:29])([F:28])[F:27])=[O:23])=[N:13][N:14](C3CCCCO3)[CH:15]=2)=[O:9])=[CH:4][CH:3]=1.O.C1(C)C=CC(S(O)(=O)=O)=CC=1, predict the reaction product. The product is: [CH3:1][C:2]1[N:7]=[CH:6][C:5]([C:8]([NH:10][C:11]2[C:12]([C:22]([NH:24][CH2:25][C:26]([F:28])([F:27])[F:29])=[O:23])=[N:13][NH:14][CH:15]=2)=[O:9])=[CH:4][CH:3]=1. (2) Given the reactants Br[C:2]1[C:3]([C:14]2[S:15][CH:16]=[C:17]([C:19]3[CH:24]=[CH:23][CH:22]=[CH:21][CH:20]=3)[N:18]=2)=[CH:4][C:5]([NH:8][C:9]([NH:11][CH2:12][CH3:13])=[O:10])=[N:6][CH:7]=1.C([Mg]Cl)(C)C.[Li+].CCC[CH2-].[B:35](OC)([O:38]C)[O:36]C.Cl, predict the reaction product. The product is: [CH2:12]([NH:11][C:9](=[O:10])[NH:8][C:5]1[N:6]=[CH:7][C:2]([B:35]([OH:38])[OH:36])=[C:3]([C:14]2[S:15][CH:16]=[C:17]([C:19]3[CH:24]=[CH:23][CH:22]=[CH:21][CH:20]=3)[N:18]=2)[CH:4]=1)[CH3:13]. (3) The product is: [O:19]([CH2:2][C:3]1[CH:12]=[CH:11][C:6]([C:7]([O:9][CH3:10])=[O:8])=[CH:5][CH:4]=1)[C:13]1[CH:18]=[CH:17][CH:16]=[CH:15][CH:14]=1. Given the reactants Br[CH2:2][C:3]1[CH:12]=[CH:11][C:6]([C:7]([O:9][CH3:10])=[O:8])=[CH:5][CH:4]=1.[C:13]1([OH:19])[CH:18]=[CH:17][CH:16]=[CH:15][CH:14]=1.C(=O)([O-])[O-].[K+].[K+], predict the reaction product. (4) Given the reactants [F:1][C:2]1[CH:7]=[C:6]([I:8])[CH:5]=[CH:4][C:3]=1[NH:9][C:10]1[CH:19]=[N:18][CH:17]=[CH:16][C:11]=1[C:12]([NH:14][NH2:15])=O.I.CS[CH:23]([NH2:25])[NH2:24].O, predict the reaction product. The product is: [NH2:25][C:23]1[NH:24][C:12]([C:11]2[CH:16]=[CH:17][N:18]=[CH:19][C:10]=2[NH:9][C:3]2[CH:4]=[CH:5][C:6]([I:8])=[CH:7][C:2]=2[F:1])=[N:14][N:15]=1. (5) Given the reactants [CH3:1][C:2]1[N:10]=[C:9]([C:11]([F:14])([F:13])[F:12])[CH:8]=[CH:7][C:3]=1[C:4]([OH:6])=[O:5].[C:15](Cl)([CH3:17])=O, predict the reaction product. The product is: [CH3:1][C:2]1[N:10]=[C:9]([C:11]([F:14])([F:12])[F:13])[CH:8]=[CH:7][C:3]=1[C:4]([O:6][CH2:15][CH3:17])=[O:5]. (6) Given the reactants [CH3:1][O:2][C:3](=[O:18])[CH2:4][CH:5]([C:12]1[CH:17]=[CH:16][CH:15]=[CH:14][CH:13]=1)[C:6]1[CH:11]=[CH:10][CH:9]=[CH:8][CH:7]=1.[C:19](Cl)(=[O:23])[CH:20]([CH3:22])[CH3:21].ClC1C=CC=CC=1Cl.[Cl-].[Al+3].[Cl-].[Cl-].Cl, predict the reaction product. The product is: [CH3:21][CH:20]([CH3:22])[C:19]([C:9]1[CH:10]=[CH:11][C:6]([CH:5]([C:12]2[CH:13]=[CH:14][CH:15]=[CH:16][CH:17]=2)[CH2:4][C:3]([O:2][CH3:1])=[O:18])=[CH:7][CH:8]=1)=[O:23]. (7) Given the reactants [C:1]12([O:10][C:9]3[CH:11]=[CH:12][CH:13]=[CH:14][C:8]=3[O:7]1)[CH2:6][CH2:5][CH2:4][CH2:3][CH2:2]2.[Li]CCCC.CCCCCC.CON(C)[C:29]([C@@H:31]1[CH2:36][CH2:35][CH2:34][N:33]([C:37]([O:39][C:40]([CH3:43])([CH3:42])[CH3:41])=[O:38])[CH2:32]1)=[O:30], predict the reaction product. The product is: [C:1]12([O:7][C:8]3[CH:14]=[CH:13][CH:12]=[C:11]([C:29]([C@@H:31]4[CH2:36][CH2:35][CH2:34][N:33]([C:37]([O:39][C:40]([CH3:43])([CH3:42])[CH3:41])=[O:38])[CH2:32]4)=[O:30])[C:9]=3[O:10]1)[CH2:6][CH2:5][CH2:4][CH2:3][CH2:2]2. (8) Given the reactants Cl.[Br:2][C:3]1[CH:20]=[CH:19][C:6]([CH2:7][N:8]2[CH2:12][CH2:11][C:10]3([CH2:17][CH2:16][NH:15][CH2:14][CH2:13]3)[C:9]2=[O:18])=[CH:5][CH:4]=1.CCN(C(C)C)C(C)C.[CH3:30][O:31][C:32](=[O:43])[CH:33]([C:37]1[CH:42]=[CH:41][CH:40]=[CH:39][CH:38]=1)[CH2:34][CH2:35]Br.C(=O)([O-])[O-].[K+].[K+], predict the reaction product. The product is: [CH3:30][O:31][C:32](=[O:43])[CH:33]([C:37]1[CH:38]=[CH:39][CH:40]=[CH:41][CH:42]=1)[CH2:34][CH2:35][N:15]1[CH2:14][CH2:13][C:10]2([C:9](=[O:18])[N:8]([CH2:7][C:6]3[CH:5]=[CH:4][C:3]([Br:2])=[CH:20][CH:19]=3)[CH2:12][CH2:11]2)[CH2:17][CH2:16]1.